Dataset: Full USPTO retrosynthesis dataset with 1.9M reactions from patents (1976-2016). Task: Predict the reactants needed to synthesize the given product. (1) Given the product [CH3:1][O:2][C:3](=[O:28])[C:4]1[CH:9]=[CH:8][C:7]([C:10]2[CH2:14][C:13]([C:19]3[CH:24]=[C:23]([Cl:25])[CH:22]=[C:21]([Cl:26])[CH:20]=3)([C:15]([F:18])([F:17])[F:16])[O:12][N:11]=2)=[CH:6][C:5]=1[C:29]1[CH:34]=[CH:33][CH:32]=[CH:31][CH:30]=1, predict the reactants needed to synthesize it. The reactants are: [CH3:1][O:2][C:3](=[O:28])[C:4]1[CH:9]=[CH:8][C:7]([C:10]2[CH2:14][C:13]([C:19]3[CH:24]=[C:23]([Cl:25])[CH:22]=[C:21]([Cl:26])[CH:20]=3)([C:15]([F:18])([F:17])[F:16])[O:12][N:11]=2)=[CH:6][C:5]=1Br.[C:29]1(OB(O)O)[CH:34]=[CH:33][CH:32]=[CH:31][CH:30]=1.C(=O)([O-])[O-].[K+].[K+]. (2) Given the product [CH3:19][CH:20]([CH3:22])[CH2:21][NH:1][C@@H:2]1[CH2:7][N:6]([C:8]([O:10][C:11]([CH3:12])([CH3:13])[CH3:14])=[O:9])[CH2:5][C@H:4]([C:15]([O:17][CH3:18])=[O:16])[CH2:3]1, predict the reactants needed to synthesize it. The reactants are: [NH2:1][C@@H:2]1[CH2:7][N:6]([C:8]([O:10][C:11]([CH3:14])([CH3:13])[CH3:12])=[O:9])[CH2:5][C@H:4]([C:15]([O:17][CH3:18])=[O:16])[CH2:3]1.[CH:19](=O)[CH:20]([CH3:22])[CH3:21].C(O)(=O)C.C(O[BH-](OC(=O)C)OC(=O)C)(=O)C.[Na+]. (3) Given the product [Cl:1][C:2]1[C:7]([N+:8]([O-:10])=[O:9])=[C:6]([NH:17][CH2:12][CH2:13][CH2:14][C:15]#[CH:16])[CH:5]=[CH:4][N:3]=1, predict the reactants needed to synthesize it. The reactants are: [Cl:1][C:2]1[C:7]([N+:8]([O-:10])=[O:9])=[C:6](Cl)[CH:5]=[CH:4][N:3]=1.[CH2:12]([NH2:17])[CH2:13][CH2:14][C:15]#[CH:16].C(N(CC)CC)C. (4) Given the product [ClH:4].[Cl:6][C:7]1[CH:15]=[C:14]([O:16][CH2:17][CH3:18])[C:13]([NH:19][NH2:20])=[CH:12][C:8]=1[C:9]([O:11][CH3:1])=[O:10], predict the reactants needed to synthesize it. The reactants are: [C:1]([Cl:4])(=O)C.Cl.[Cl:6][C:7]1[CH:15]=[C:14]([O:16][CH2:17][CH3:18])[C:13]([NH:19][NH2:20])=[CH:12][C:8]=1[C:9]([OH:11])=[O:10].